Task: Predict the product of the given reaction.. Dataset: Forward reaction prediction with 1.9M reactions from USPTO patents (1976-2016) (1) Given the reactants [CH3:1][O:2][C:3]([C:5]1[CH:6]=[C:7]([C:12]2[CH:17]=[CH:16][C:15]([CH3:18])=[CH:14][CH:13]=2)[CH:8]=[C:9](I)[CH:10]=1)=[O:4].[O:19]1[C:23]2[CH:24]=[CH:25][CH:26]=[CH:27][C:22]=2[NH:21][C:20]1=[O:28].[O-]P([O-])([O-])=O.[K+].[K+].[K+].CNC1CCCCC1NC, predict the reaction product. The product is: [CH3:1][O:2][C:3]([C:5]1[CH:6]=[C:7]([C:12]2[CH:17]=[CH:16][C:15]([CH3:18])=[CH:14][CH:13]=2)[CH:8]=[C:9]([N:21]2[C:22]3[CH:27]=[CH:26][CH:25]=[CH:24][C:23]=3[O:19][C:20]2=[O:28])[CH:10]=1)=[O:4]. (2) The product is: [Cl:9][C:10]1[CH:37]=[C:36]([Cl:38])[CH:35]=[CH:34][C:11]=1[C:12]1([CH2:14][C:15]2[C:23]3[C:18](=[CH:19][CH:20]=[CH:21][CH:22]=3)[N:17]([S:24]([C:27]3[CH:33]=[CH:32][C:30]([CH3:31])=[CH:29][CH:28]=3)(=[O:26])=[O:25])[CH:16]=2)[O:13][CH2:2]1. Given the reactants [I-].[CH3:2][S+](C)(C)=O.[H-].[Na+].[Cl:9][C:10]1[CH:37]=[C:36]([Cl:38])[CH:35]=[CH:34][C:11]=1[C:12]([CH2:14][C:15]1[C:23]2[C:18](=[CH:19][CH:20]=[CH:21][CH:22]=2)[N:17]([S:24]([C:27]2[CH:33]=[CH:32][C:30]([CH3:31])=[CH:29][CH:28]=2)(=[O:26])=[O:25])[CH:16]=1)=[O:13], predict the reaction product.